Task: Predict the reaction yield, written as a fraction of the theoretical maximum amount of product (1.0 means a 100% yield; for example, 0.34 means a 34% yield).. Dataset: Reaction yield outcomes from USPTO patents with 853,638 reactions (1) The reactants are [CH2:1]([O:3][C:4]([C:6]1[O:10][N:9]=[C:8]([C:11]2[CH:16]=[CH:15][C:14]([N+:17]([O-])=O)=[C:13]([F:20])[CH:12]=2)[CH:7]=1)=[O:5])[CH3:2].C(OC(C1ON=C(C2C=CC(N)=CC=2)C=1)=O)C. No catalyst specified. The product is [CH2:1]([O:3][C:4]([C:6]1[O:10][N:9]=[C:8]([C:11]2[CH:16]=[CH:15][C:14]([NH2:17])=[C:13]([F:20])[CH:12]=2)[CH:7]=1)=[O:5])[CH3:2]. The yield is 0.550. (2) The reactants are Cl[C:2]1[N:7]=[C:6]([NH:8][CH2:9][C:10]2[O:11][CH:12]=[CH:13][CH:14]=2)[CH:5]=[N:4][CH:3]=1.[CH3:15][O:16][C:17]1[CH:22]=[C:21](B2OC(C)(C)C(C)(C)O2)[CH:20]=[CH:19][C:18]=1[OH:32]. No catalyst specified. The product is [O:11]1[CH:12]=[CH:13][CH:14]=[C:10]1[CH2:9][NH:8][C:6]1[N:7]=[C:2]([C:21]2[CH:20]=[CH:19][C:18]([OH:32])=[C:17]([O:16][CH3:15])[CH:22]=2)[CH:3]=[N:4][CH:5]=1. The yield is 0.920.